Dataset: Reaction yield outcomes from USPTO patents with 853,638 reactions. Task: Predict the reaction yield, written as a fraction of the theoretical maximum amount of product (1.0 means a 100% yield; for example, 0.34 means a 34% yield). The reactants are C[O:2][C:3]1[CH:4]=[C:5]2[C:10](=[CH:11][CH:12]=1)[N:9]=[C:8]([N:13]1[CH2:18][CH2:17][CH:16]([C:19]([O:21]C)=[O:20])[CH2:15][CH2:14]1)[C:7]([C:23]([F:26])([F:25])[F:24])=[CH:6]2.B(Br)(Br)Br.O. The catalyst is C(Cl)Cl. The product is [OH:2][C:3]1[CH:4]=[C:5]2[C:10](=[CH:11][CH:12]=1)[N:9]=[C:8]([N:13]1[CH2:18][CH2:17][CH:16]([C:19]([OH:21])=[O:20])[CH2:15][CH2:14]1)[C:7]([C:23]([F:26])([F:25])[F:24])=[CH:6]2. The yield is 0.0940.